This data is from Peptide-MHC class I binding affinity with 185,985 pairs from IEDB/IMGT. The task is: Regression. Given a peptide amino acid sequence and an MHC pseudo amino acid sequence, predict their binding affinity value. This is MHC class I binding data. (1) The binding affinity (normalized) is 0.616. The peptide sequence is TTCSVLVTVK. The MHC is HLA-A68:01 with pseudo-sequence HLA-A68:01. (2) The peptide sequence is LPYPVLLKI. The MHC is HLA-B51:01 with pseudo-sequence HLA-B51:01. The binding affinity (normalized) is 0.631.